Dataset: Forward reaction prediction with 1.9M reactions from USPTO patents (1976-2016). Task: Predict the product of the given reaction. (1) Given the reactants C(O)=O.[NH2:4][CH2:5][CH2:6][C:7]1[CH:12]=[CH:11][C:10]([N:13]2[C:17]3=[N:18][CH:19]=[CH:20][CH:21]=[C:16]3[N:15]([C:22]([CH3:24])=[CH2:23])[C:14]2=[O:25])=[CH:9][CH:8]=1.C([Si]([O:43][C:44]1[CH:49]=[CH:48][C:47]([O:50][CH2:51][CH:52]2[CH2:54][O:53]2)=[CH:46][CH:45]=1)(C1C=CC=CC=1)C1C=CC=CC=1)(C)(C)C, predict the reaction product. The product is: [OH:53][C@H:52]([CH2:51][O:50][C:47]1[CH:48]=[CH:49][C:44]([OH:43])=[CH:45][CH:46]=1)[CH2:54][NH:4][CH2:5][CH2:6][C:7]1[CH:8]=[CH:9][C:10]([N:13]2[C:17]3=[N:18][CH:19]=[CH:20][CH:21]=[C:16]3[N:15]([C:22]([CH3:24])=[CH2:23])[C:14]2=[O:25])=[CH:11][CH:12]=1. (2) Given the reactants [CH2:1]([C:3]1[CH:4]=[C:5]([CH3:17])[C:6]2[O:11][CH:10]([CH:12]([CH3:14])[CH3:13])[C:9](=[O:15])[NH:8][C:7]=2[CH:16]=1)[CH3:2].C(=O)([O-])[O-].[K+].[K+].[C:24]([O:28][CH3:29])(=[O:27])[CH:25]=[CH2:26].C(O)(=O)CC(CC(O)=O)(C(O)=O)O, predict the reaction product. The product is: [CH3:29][O:28][C:24](=[O:27])[CH2:25][CH2:26][N:8]1[C:7]2[CH:16]=[C:3]([CH2:1][CH3:2])[CH:4]=[C:5]([CH3:17])[C:6]=2[O:11][CH:10]([CH:12]([CH3:14])[CH3:13])[C:9]1=[O:15]. (3) Given the reactants Cl[C:2]1[N:11]=[CH:10][C:9]2[N:8]([CH:12]([C:14]3[CH:19]=[CH:18][CH:17]=[CH:16][CH:15]=3)[CH3:13])[C:7](=[O:20])[C@@H:6]3[CH2:21][O:22][CH2:23][CH2:24][N:5]3[C:4]=2[N:3]=1.B1([C:34]2[NH:38][N:37]=[CH:36][CH:35]=2)OC(C)(C)C(C)(C)O1.O1CCOCC1.C([O-])(O)=O.[Na+], predict the reaction product. The product is: [C:14]1([C@@H:12]([N:8]2[C:7](=[O:20])[CH:6]3[CH2:21][O:22][CH2:23][CH2:24][N:5]3[C:4]3[N:3]=[C:2]([C:36]4[CH:35]=[CH:34][NH:38][N:37]=4)[N:11]=[CH:10][C:9]2=3)[CH3:13])[CH:19]=[CH:18][CH:17]=[CH:16][CH:15]=1. (4) Given the reactants [CH3:1][C:2]1[C:3]([N+:16]([O-:18])=[O:17])=[C:4]([C:10]([N+:13]([O-:15])=[O:14])=[CH:11][CH:12]=1)[C:5]([O:7][CH2:8][CH3:9])=[O:6].C[C:20]([N:22]([CH3:24])[CH3:23])=O, predict the reaction product. The product is: [CH3:20][N:22]([CH3:24])/[CH:23]=[CH:1]/[C:2]1[C:3]([N+:16]([O-:18])=[O:17])=[C:4]([C:10]([N+:13]([O-:15])=[O:14])=[CH:11][CH:12]=1)[C:5]([O:7][CH2:8][CH3:9])=[O:6]. (5) Given the reactants [S-:1][C:2]#[N:3].[K+].[CH2:11]1[O:12][C:9](O)([CH2:11][OH:12])[CH2:8]O[C:9]1(O)[CH2:8]O.Cl.[CH:18]1([CH2:21][NH2:22])[CH2:20][CH2:19]1.C(O)(=O)C, predict the reaction product. The product is: [CH:18]1([CH2:21][N:22]2[C:9]([CH2:11][OH:12])=[CH:8][N:3]=[C:2]2[SH:1])[CH2:20][CH2:19]1. (6) Given the reactants [F:1][C:2]([F:15])([F:14])[S:3]([O:6]S(C(F)(F)F)(=O)=O)(=[O:5])=[O:4].O[C:17]1[CH:18]=[CH:19][C:20]([C:27]2[CH:36]=[C:35]3[C:30]([CH2:31][CH2:32][CH2:33][N:34]3[C:37]([O:39][C:40]([CH3:43])([CH3:42])[CH3:41])=[O:38])=[CH:29][CH:28]=2)=[N:21][C:22]=1[C:23]([O:25][CH3:26])=[O:24], predict the reaction product. The product is: [CH3:26][O:25][C:23]([C:22]1[N:21]=[C:20]([C:27]2[CH:36]=[C:35]3[C:30]([CH2:31][CH2:32][CH2:33][N:34]3[C:37]([O:39][C:40]([CH3:43])([CH3:42])[CH3:41])=[O:38])=[CH:29][CH:28]=2)[CH:19]=[CH:18][C:17]=1[O:6][S:3]([C:2]([F:15])([F:14])[F:1])(=[O:5])=[O:4])=[O:24].